Dataset: Retrosynthesis with 50K atom-mapped reactions and 10 reaction types from USPTO. Task: Predict the reactants needed to synthesize the given product. (1) Given the product COC(=O)c1cc2cccc(CBr)c2o1, predict the reactants needed to synthesize it. The reactants are: COC(=O)c1cc2cccc(C)c2o1.O=C1CCC(=O)N1Br. (2) Given the product CC(C)(C)OC(=O)NC1Cc2cc(-c3ccccc3)ccc2N(Cc2ccccc2)C1, predict the reactants needed to synthesize it. The reactants are: CC(C)(C)OC(=O)NC1Cc2cc(Br)ccc2N(Cc2ccccc2)C1.OB(O)c1ccccc1. (3) Given the product CC(C)(C)OC(=O)N1CCN(c2nc(C=O)nc3c(F)c(Br)c(Cl)cc23)CC1, predict the reactants needed to synthesize it. The reactants are: CC(C)(C)OC(=O)N1CCN(c2nc(CO)nc3c(F)c(Br)c(Cl)cc23)CC1. (4) Given the product c1ccc(-c2ccc3cc[nH]c3c2)cc1, predict the reactants needed to synthesize it. The reactants are: Brc1ccc2cc[nH]c2c1.OB(O)c1ccccc1. (5) Given the product O=C(CCl)NNC(=O)c1ccc(Br)cc1, predict the reactants needed to synthesize it. The reactants are: NNC(=O)c1ccc(Br)cc1.O=C(Cl)CCl. (6) Given the product Cc1cc2c(cc(NC(C)C)c3nnc(C)n32)n1Cc1ccccc1, predict the reactants needed to synthesize it. The reactants are: CC(C)N.Cc1cc2c(cc(Cl)c3nnc(C)n32)n1Cc1ccccc1. (7) The reactants are: Cc1cnc(N2CCNCC2)c(C)c1.O=C(O)c1ccc(CCN2CCCS2(=O)=O)cc1. Given the product Cc1cnc(N2CCN(C(=O)c3ccc(CCN4CCCS4(=O)=O)cc3)CC2)c(C)c1, predict the reactants needed to synthesize it. (8) The reactants are: CS(=O)(=O)Cl.Nc1ccc(-c2c[nH]c3cc(F)ccc23)cn1. Given the product CS(=O)(=O)Nc1ccc(-c2c[nH]c3cc(F)ccc23)cn1, predict the reactants needed to synthesize it. (9) Given the product O=C(Nc1ccc(N2CCC2)nc1)Oc1ccccc1, predict the reactants needed to synthesize it. The reactants are: Nc1ccc(N2CCC2)nc1.O=C(Cl)Oc1ccccc1. (10) Given the product COC(=O)c1cc(-c2sccc2C=O)cc(C)c1N(Cc1cccnc1)S(=O)(=O)c1ccc(OC)cc1, predict the reactants needed to synthesize it. The reactants are: COC(=O)c1cc(Br)cc(C)c1N(Cc1cccnc1)S(=O)(=O)c1ccc(OC)cc1.O=Cc1ccsc1B(O)O.